This data is from Peptide-MHC class I binding affinity with 185,985 pairs from IEDB/IMGT. The task is: Regression. Given a peptide amino acid sequence and an MHC pseudo amino acid sequence, predict their binding affinity value. This is MHC class I binding data. (1) The peptide sequence is NGNFNFERV. The binding affinity (normalized) is 0.0847. The MHC is HLA-B15:01 with pseudo-sequence HLA-B15:01. (2) The peptide sequence is ASSSNYNTY. The MHC is HLA-B40:01 with pseudo-sequence HLA-B40:01. The binding affinity (normalized) is 0.0847. (3) The MHC is HLA-B35:01 with pseudo-sequence HLA-B35:01. The peptide sequence is QAFEAGIDF. The binding affinity (normalized) is 1.00. (4) The peptide sequence is LLGLILFVL. The MHC is HLA-A02:03 with pseudo-sequence HLA-A02:03. The binding affinity (normalized) is 0.304. (5) The peptide sequence is FVKENERVNV. The MHC is HLA-A68:02 with pseudo-sequence HLA-A68:02. The binding affinity (normalized) is 0.338. (6) The binding affinity (normalized) is 0.726. The MHC is H-2-Kb with pseudo-sequence H-2-Kb. The peptide sequence is FAVQNGTIL. (7) The peptide sequence is RLFTKVKPL. The MHC is HLA-A68:02 with pseudo-sequence HLA-A68:02. The binding affinity (normalized) is 0.